From a dataset of Full USPTO retrosynthesis dataset with 1.9M reactions from patents (1976-2016). Predict the reactants needed to synthesize the given product. (1) Given the product [CH2:8]([C:1]1[CH2:5][CH:4]=[CH:3][CH:2]=1)[CH2:9][CH2:10][CH2:11][CH2:12][CH2:13][CH2:14][CH3:15], predict the reactants needed to synthesize it. The reactants are: [CH-:1]1[CH:5]=[CH:4][CH:3]=[CH:2]1.[Na+].Br[CH2:8][CH2:9][CH2:10][CH2:11][CH2:12][CH2:13][CH2:14][CH3:15].CN1CCN(C)C1=O. (2) Given the product [C:1]([O:4][C@@H:5]1[CH2:21][C@H:20]2[C@@:8]([CH3:32])([C@@H:9]3[C@@H:17]([C@@H:18]([OH:23])[C@@H:19]2[OH:22])[C@H:16]2[C@@:12]([CH3:31])([C:13]([C:24]4[CH:25]=[CH:26][CH:27]=[CH:28][CH:29]=4)=[CH:14][CH2:15]2)[CH2:11][CH2:10]3)[CH2:7][CH2:6]1)(=[O:3])[CH3:2], predict the reactants needed to synthesize it. The reactants are: [C:1]([O:4][C@@H:5]1[CH2:21][C@H:20]2[C@@:8]([CH3:32])([C@@H:9]3[C@@H:17]([C@@H:18]([OH:23])[C@@H:19]2[OH:22])[C@H:16]2[C@@:12]([CH3:31])([C@:13](O)([C:24]4[CH:29]=[CH:28][CH:27]=[CH:26][CH:25]=4)[CH2:14][CH2:15]2)[CH2:11][CH2:10]3)[CH2:7][CH2:6]1)(=[O:3])[CH3:2].O.C1(C)C=CC(S(O)(=O)=O)=CC=1. (3) Given the product [CH:23]1([C:21]([N:18]2[CH2:19][CH2:20][C@@H:16]([CH2:15][N:9]3[C:10](=[O:14])[N:11]([CH3:13])[N:12]=[C:8]3[C:5]3[CH:6]=[CH:7][C:2]([C:36]4[CH:35]=[CH:34][CH:33]=[C:32]([NH:31][S:28]([N:27]([CH3:41])[CH3:26])(=[O:30])=[O:29])[CH:37]=4)=[CH:3][CH:4]=3)[CH2:17]2)=[O:22])[CH2:25][CH2:24]1, predict the reactants needed to synthesize it. The reactants are: Br[C:2]1[CH:7]=[CH:6][C:5]([C:8]2[N:9]([CH2:15][C@@H:16]3[CH2:20][CH2:19][N:18]([C:21]([CH:23]4[CH2:25][CH2:24]4)=[O:22])[CH2:17]3)[C:10](=[O:14])[N:11]([CH3:13])[N:12]=2)=[CH:4][CH:3]=1.[CH3:26][N:27]([CH3:41])[S:28]([NH:31][C:32]1[CH:33]=[C:34](B(O)O)[CH:35]=[CH:36][CH:37]=1)(=[O:30])=[O:29].C([O-])([O-])=O.[Cs+].[Cs+]. (4) Given the product [F:26][C:25]([F:28])([F:27])[S:22]([NH:20][C:17]1[CH:16]=[CH:15][C:14]([O:13][CH2:12][C:10]([CH3:21])([CH3:11])[CH2:9][O:8][C:5]2[CH:6]=[CH:7][C:2]([NH:1][S:22]([C:25]([F:26])([F:27])[F:28])(=[O:23])=[O:24])=[CH:3][CH:4]=2)=[CH:19][CH:18]=1)(=[O:24])=[O:23], predict the reactants needed to synthesize it. The reactants are: [NH2:1][C:2]1[CH:7]=[CH:6][C:5]([O:8][CH2:9][C:10]([CH3:21])([CH2:12][O:13][C:14]2[CH:19]=[CH:18][C:17]([NH2:20])=[CH:16][CH:15]=2)[CH3:11])=[CH:4][CH:3]=1.[S:22](O[S:22]([C:25]([F:28])([F:27])[F:26])(=[O:24])=[O:23])([C:25]([F:28])([F:27])[F:26])(=[O:24])=[O:23].C(=O)(O)[O-].[Na+].